From a dataset of Full USPTO retrosynthesis dataset with 1.9M reactions from patents (1976-2016). Predict the reactants needed to synthesize the given product. (1) The reactants are: [CH3:1][CH:2]([C:4]1[N:8]=[C:7]([N:9]2[CH2:14][CH2:13][CH:12]([CH:15]([O:17][C:18]3[CH:23]=[N:22][C:21]([C:24]4[CH:29]=[CH:28][C:27]([S:30]([CH3:33])(=[O:32])=[O:31])=[CH:26][CH:25]=4)=[CH:20][N:19]=3)[CH3:16])[CH2:11][CH2:10]2)[O:6][N:5]=1)[CH3:3].C(=O)=O. Given the product [CH3:3][CH:2]([C:4]1[N:8]=[C:7]([N:9]2[CH2:10][CH2:11][CH:12]([C@@H:15]([O:17][C:18]3[CH:23]=[N:22][C:21]([C:24]4[CH:25]=[CH:26][C:27]([S:30]([CH3:33])(=[O:32])=[O:31])=[CH:28][CH:29]=4)=[CH:20][N:19]=3)[CH3:16])[CH2:13][CH2:14]2)[O:6][N:5]=1)[CH3:1], predict the reactants needed to synthesize it. (2) Given the product [C:1]([C:3]1[CH:4]=[CH:5][C:6]2[O:10][C:9]([C:11]([OH:13])=[O:12])=[C:8]([CH3:15])[C:7]=2[CH:16]=1)#[N:2], predict the reactants needed to synthesize it. The reactants are: [C:1]([C:3]1[CH:4]=[CH:5][C:6]2[O:10][C:9]([C:11]([O:13]C)=[O:12])=[C:8]([CH3:15])[C:7]=2[CH:16]=1)#[N:2].O1CCCC1.O.O.[OH-].[Li+]. (3) Given the product [CH3:7][N:6]1[C:2]([NH:1][C:17]([C:18]2[CH:23]=[CH:22][CH:21]=[CH:20][CH:19]=2)([C:30]2[CH:31]=[CH:32][CH:33]=[CH:34][CH:35]=2)[C:24]2[CH:25]=[CH:26][CH:27]=[CH:28][CH:29]=2)=[C:3]([NH:8][C:9](=[O:16])[CH2:10][C:11]([O:13][CH2:14][CH3:15])=[O:12])[CH:4]=[N:5]1, predict the reactants needed to synthesize it. The reactants are: [NH2:1][C:2]1[N:6]([CH3:7])[N:5]=[CH:4][C:3]=1[NH:8][C:9](=[O:16])[CH2:10][C:11]([O:13][CH2:14][CH3:15])=[O:12].[C:17](Cl)([C:30]1[CH:35]=[CH:34][CH:33]=[CH:32][CH:31]=1)([C:24]1[CH:29]=[CH:28][CH:27]=[CH:26][CH:25]=1)[C:18]1[CH:23]=[CH:22][CH:21]=[CH:20][CH:19]=1.C(N(CC)CC)C.